From a dataset of Peptide-MHC class I binding affinity with 185,985 pairs from IEDB/IMGT. Regression. Given a peptide amino acid sequence and an MHC pseudo amino acid sequence, predict their binding affinity value. This is MHC class I binding data. (1) The peptide sequence is VALFSSCPVAY. The MHC is HLA-A68:02 with pseudo-sequence HLA-A68:02. The binding affinity (normalized) is 0.0847. (2) The peptide sequence is VGKTSQVPK. The MHC is HLA-A03:01 with pseudo-sequence HLA-A03:01. The binding affinity (normalized) is 0.121. (3) The peptide sequence is NICQGDTIV. The MHC is HLA-A02:03 with pseudo-sequence HLA-A02:03. The binding affinity (normalized) is 0.212.